Dataset: Catalyst prediction with 721,799 reactions and 888 catalyst types from USPTO. Task: Predict which catalyst facilitates the given reaction. (1) Reactant: C1CCN2C(=NCCC2)CC1.[O:12]1[CH:25]([CH2:26][CH2:27][CH2:28][CH2:29][CH2:30][CH2:31][CH3:32])[CH:13]1/[CH:14]=[C:15](/[C:21]([O:23][CH3:24])=[O:22])\[CH2:16][C:17]([O:19][CH3:20])=[O:18].OC(CCCCCCC)/C=C/C(/C(OC)=O)=C\C(OC)=O. Product: [OH:12][CH:25]([CH2:26][CH2:27][CH2:28][CH2:29][CH2:30][CH2:31][CH3:32])/[CH:13]=[CH:14]/[C:15](/[C:21]([O:23][CH3:24])=[O:22])=[CH:16]/[C:17]([O:19][CH3:20])=[O:18]. The catalyst class is: 28. (2) Reactant: [S:1]1[CH:5]=[CH:4][N:3]=[C:2]1[C:6]1[CH:7]=[C:8]([N:12]2[C:16]3[CH:17]=[CH:18][C:19]([CH2:21][NH2:22])=[CH:20][C:15]=3[N:14]=[CH:13]2)[CH:9]=[CH:10][CH:11]=1.[C:23](OC(=O)C)(=[O:25])[CH3:24]. Product: [S:1]1[CH:5]=[CH:4][N:3]=[C:2]1[C:6]1[CH:7]=[C:8]([N:12]2[C:16]3[CH:17]=[CH:18][C:19]([CH2:21][NH:22][C:23](=[O:25])[CH3:24])=[CH:20][C:15]=3[N:14]=[CH:13]2)[CH:9]=[CH:10][CH:11]=1. The catalyst class is: 4. (3) Reactant: C(OC([N:8]1[CH2:12][CH:11]=[CH:10][C@H:9]1[C:13]1[O:17][N:16]=[C:15]([C:18]2[CH:23]=[CH:22][CH:21]=[C:20]([C:24]#[N:25])[CH:19]=2)[N:14]=1)=O)(C)(C)C.C(OC(N1CC=C[C@H]1C(O)=O)=O)(C)(C)C.ClC(OCC(C)C)=O.C(N(CC)CC)C.C(C1C=C(C=CC=1)C(NO)=N)#N. Product: [NH:8]1[CH2:12][CH:11]=[CH:10][C@H:9]1[C:13]1[O:17][N:16]=[C:15]([C:18]2[CH:19]=[C:20]([CH:21]=[CH:22][CH:23]=2)[C:24]#[N:25])[N:14]=1. The catalyst class is: 118. (4) Reactant: [Cl:1][C:2]1[CH:3]=[C:4]([N:10]2[C:14]([CH3:15])=[C:13]([O:16][C:17]3[CH:25]=[CH:24][C:20]([C:21](O)=[O:22])=[CH:19][CH:18]=3)[C:12]([CH3:26])=[N:11]2)[CH:5]=[CH:6][C:7]=1[C:8]#[N:9].ON1C2C=CC=CC=2N=N1.Cl.[NH2:38][C:39]([CH3:45])([CH3:44])[C:40]([O:42][CH3:43])=[O:41].Cl.CN(C)CCCN=C=NCC.Cl. Product: [Cl:1][C:2]1[CH:3]=[C:4]([N:10]2[C:14]([CH3:15])=[C:13]([O:16][C:17]3[CH:18]=[CH:19][C:20]([C:21]([NH:38][C:39]([CH3:45])([CH3:44])[C:40]([O:42][CH3:43])=[O:41])=[O:22])=[CH:24][CH:25]=3)[C:12]([CH3:26])=[N:11]2)[CH:5]=[CH:6][C:7]=1[C:8]#[N:9]. The catalyst class is: 338. (5) Reactant: [CH3:1][O:2][C:3]1[CH:4]=[C:5]2[C:10](=[CH:11][C:12]=1[O:13][CH3:14])[N:9]=[CH:8][CH:7]=[C:6]2[O:15][C:16]1[CH:22]=[CH:21][C:19]([NH2:20])=[C:18]([F:23])[CH:17]=1.C(N(CC)CC)C.ClC(Cl)(O[C:35](=[O:41])OC(Cl)(Cl)Cl)Cl.[F:43][C:44]1[CH:49]=[CH:48][C:47]([C@H:50]([NH2:52])[CH3:51])=[CH:46][CH:45]=1. Product: [CH3:1][O:2][C:3]1[CH:4]=[C:5]2[C:10](=[CH:11][C:12]=1[O:13][CH3:14])[N:9]=[CH:8][CH:7]=[C:6]2[O:15][C:16]1[CH:22]=[CH:21][C:19]([NH:20][C:35]([NH:52][C@@H:50]([C:47]2[CH:48]=[CH:49][C:44]([F:43])=[CH:45][CH:46]=2)[CH3:51])=[O:41])=[C:18]([F:23])[CH:17]=1. The catalyst class is: 22. (6) Reactant: [CH3:1][S:2]([CH:5]([C:10]1[CH:15]=[C:14]([N:16]2[CH2:21][CH2:20][O:19][CH2:18][CH2:17]2)[N:13]=[C:12]([S:22][CH3:23])[N:11]=1)C(OC)=O)(=[O:4])=[O:3].[OH-].[Na+]. Product: [CH3:1][S:2]([CH2:5][C:10]1[N:11]=[C:12]([S:22][CH3:23])[N:13]=[C:14]([N:16]2[CH2:17][CH2:18][O:19][CH2:20][CH2:21]2)[CH:15]=1)(=[O:3])=[O:4]. The catalyst class is: 24. (7) Reactant: [Cl:1][C:2]1[CH:7]=[CH:6][C:5]([NH:8][C:9]2[CH:10]=[CH:11][C:12](C#N)=[N:13][CH:14]=2)=[C:4]([C:17]([F:20])([F:19])[F:18])[CH:3]=1.C[Mg]Br.[Cl-].[NH4+].Cl.C([O:29][CH2:30][CH3:31])C. Product: [Cl:1][C:2]1[CH:7]=[CH:6][C:5]([NH:8][C:9]2[CH:10]=[CH:11][C:12]([C:30](=[O:29])[CH3:31])=[N:13][CH:14]=2)=[C:4]([C:17]([F:20])([F:18])[F:19])[CH:3]=1. The catalyst class is: 282. (8) The catalyst class is: 4. Product: [F:1][C:2]1[C:3]([NH:18][S:19]([C:22]2[CH:27]=[CH:26][CH:25]=[CH:24][CH:23]=2)(=[O:21])=[O:20])=[N:4][C:5]([OH:8])=[N:6][CH:7]=1. Reactant: [F:1][C:2]1[C:3]([NH:18][S:19]([C:22]2[CH:27]=[CH:26][CH:25]=[CH:24][CH:23]=2)(=[O:21])=[O:20])=[N:4][C:5]([O:8]CC2C=CC=CC=2OC)=[N:6][CH:7]=1.FC(F)(F)C(O)=O. (9) Reactant: [Cl:1][C:2]1[CH:7]=[C:6]([O:8][CH3:9])[N:5]=[C:4]([C:10]([O-:12])=O)[CH:3]=1.[F:13][C:14]1[CH:15]=[C:16]2[C:20](=[CH:21][CH:22]=1)[NH:19][CH2:18][CH2:17]2.CN(C(ON1N=NC2C=CC=CC1=2)=[N+](C)C)C.[B-](F)(F)(F)F.C(N(CC)CC)C. Product: [Cl:1][C:2]1[CH:7]=[C:6]([O:8][CH3:9])[N:5]=[C:4]([C:10]([N:19]2[C:20]3[C:16](=[CH:15][C:14]([F:13])=[CH:22][CH:21]=3)[CH2:17][CH2:18]2)=[O:12])[CH:3]=1. The catalyst class is: 3.